Dataset: Forward reaction prediction with 1.9M reactions from USPTO patents (1976-2016). Task: Predict the product of the given reaction. The product is: [NH:1]1[C:5]2[CH:6]=[CH:7][C:8]([C:10]([N:16]3[C@@H:17]4[C@@H:22]([C:21]5[CH:23]=[CH:24][CH:25]=[CH:26][C:20]=5[CH2:19][CH2:18]4)[CH2:13][CH2:14][CH2:15]3)=[O:12])=[CH:9][C:4]=2[N:3]=[N:2]1. Given the reactants [NH:1]1[C:5]2[CH:6]=[CH:7][C:8]([C:10]([OH:12])=O)=[CH:9][C:4]=2[N:3]=[N:2]1.[CH2:13]1[C@H:22]2[C@H:17]([CH2:18][CH2:19][C:20]3[CH:26]=[CH:25][CH:24]=[CH:23][C:21]=32)[NH:16][CH2:15][CH2:14]1.F[P-](F)(F)(F)(F)F.N1(OC(N(C)C)=[N+](C)C)C2N=CC=CC=2N=N1, predict the reaction product.